This data is from Reaction yield outcomes from USPTO patents with 853,638 reactions. The task is: Predict the reaction yield, written as a fraction of the theoretical maximum amount of product (1.0 means a 100% yield; for example, 0.34 means a 34% yield). (1) The reactants are [C:1]([CH2:14][C:15]([CH2:18][C:19]([CH2:22][CH2:23]I)([F:21])[F:20])([F:17])[F:16])([C:4]([C:7]([C:10]([F:13])([F:12])[F:11])([F:9])[F:8])([F:6])[F:5])([F:3])[F:2].CNC=[O:28].O. The catalyst is CCOCC. The product is [C:1]([CH2:14][C:15]([CH2:18][C:19]([CH2:22][CH2:23][OH:28])([F:21])[F:20])([F:17])[F:16])([C:4]([C:7]([C:10]([F:13])([F:12])[F:11])([F:9])[F:8])([F:6])[F:5])([F:3])[F:2]. The yield is 0.830. (2) The reactants are [CH3:1][C:2]1[C:8]([N+:9]([O-:11])=[O:10])=[CH:7][CH:6]=[CH:5][C:3]=1[NH2:4].[N:12]([O-])=O.[Na+]. The catalyst is C(O)(=O)C.O. The product is [N+:9]([C:8]1[CH:7]=[CH:6][CH:5]=[C:3]2[C:2]=1[CH:1]=[N:12][NH:4]2)([O-:11])=[O:10]. The yield is 0.810. (3) The reactants are [C:1]([O:5][C:6](=[O:24])[CH2:7][C:8](=[O:23])[CH2:9][CH2:10][C:11]1[CH:16]=[CH:15][C:14]([C:17]2[CH:22]=[CH:21][CH:20]=[CH:19][CH:18]=2)=[CH:13][CH:12]=1)([CH3:4])([CH3:3])[CH3:2].[H-].[Na+].Br[CH2:28][CH2:29][O:30][Si:31]([C:34]([CH3:37])([CH3:36])[CH3:35])([CH3:33])[CH3:32]. The catalyst is CN(C)C=O. The product is [C:14]1([C:17]2[CH:18]=[CH:19][CH:20]=[CH:21][CH:22]=2)[CH:13]=[CH:12][C:11]([CH2:10][CH2:9][C:8](=[O:23])[CH:7]([CH2:28][CH2:29][O:30][Si:31]([C:34]([CH3:37])([CH3:36])[CH3:35])([CH3:33])[CH3:32])[C:6]([O:5][C:1]([CH3:4])([CH3:2])[CH3:3])=[O:24])=[CH:16][CH:15]=1. The yield is 0.590.